This data is from Reaction yield outcomes from USPTO patents with 853,638 reactions. The task is: Predict the reaction yield, written as a fraction of the theoretical maximum amount of product (1.0 means a 100% yield; for example, 0.34 means a 34% yield). The reactants are [NH2:1][C:2]1[CH:6]=[CH:5][O:4][C:3]=1[C:7]([O:9][CH3:10])=[O:8].ClS([N:15]=[C:16]=[O:17])(=O)=O.[C:18]([O-])(O)=O.[Na+]. The catalyst is ClCCl. The product is [NH:1]([C:2]1[CH:6]=[CH:5][O:4][C:3]=1[C:7]([O:9][CH2:10][CH3:18])=[O:8])[C:16]([NH2:15])=[O:17]. The yield is 0.920.